From a dataset of Forward reaction prediction with 1.9M reactions from USPTO patents (1976-2016). Predict the product of the given reaction. (1) The product is: [Br:17][C:18]1[CH:23]=[CH:22][C:21]([O:24][CH2:2][C:3]2[C:8]([CH3:9])=[CH:7][CH:6]=[CH:5][C:4]=2[N:10]2[C:14](=[O:15])[N:13]([CH3:16])[N:12]=[N:11]2)=[CH:20][C:19]=1[C:25]([F:26])([F:27])[F:28]. Given the reactants Br[CH2:2][C:3]1[C:8]([CH3:9])=[CH:7][CH:6]=[CH:5][C:4]=1[N:10]1[C:14](=[O:15])[N:13]([CH3:16])[N:12]=[N:11]1.[Br:17][C:18]1[CH:23]=[CH:22][C:21]([OH:24])=[CH:20][C:19]=1[C:25]([F:28])([F:27])[F:26].C(=O)([O-])[O-].[K+].[K+].C(#N)C, predict the reaction product. (2) Given the reactants [CH3:1][O:2][C:3]1[CH:4]=[CH:5][C:6]2[C:12](=[O:13])[CH2:11][CH2:10][CH2:9][CH2:8][C:7]=2[CH:14]=1.Br[C:16]1[CH:21]=[CH:20][C:19]([O:22][CH3:23])=[CH:18][CH:17]=1, predict the reaction product. The product is: [CH3:1][O:2][C:3]1[CH:4]=[CH:5][C:6]2[C:12](=[O:13])[CH:11]([C:16]3[CH:21]=[CH:20][C:19]([O:22][CH3:23])=[CH:18][CH:17]=3)[CH2:10][CH2:9][CH2:8][C:7]=2[CH:14]=1. (3) The product is: [CH2:12]1[C:11]2([CH2:14][CH2:15][N:8]([C:6]([O:5][C:1]([CH3:4])([CH3:2])[CH3:3])=[O:7])[CH:9]([C:16]([O:18][CH3:19])=[O:17])[CH2:10]2)[CH2:13]1. Given the reactants [C:1]([O:5][C:6]([N:8]1[CH2:15][CH2:14][C:11]2([CH2:13][CH2:12]2)[CH2:10][CH:9]1[C:16]([OH:18])=[O:17])=[O:7])([CH3:4])([CH3:3])[CH3:2].[CH3:19]COCC, predict the reaction product.